Dataset: Experimentally validated miRNA-target interactions with 360,000+ pairs, plus equal number of negative samples. Task: Binary Classification. Given a miRNA mature sequence and a target amino acid sequence, predict their likelihood of interaction. (1) The miRNA is hsa-miR-6880-5p with sequence UGGUGGAGGAAGAGGGCAGCUC. The protein sequence of the target gene is MRSRKLTGAVRSSARLKARSCSAARLASAQEVAGSTSAKTACLTSSSHKATDTRTSKKFKCDKGHLVKSELQKLVPKNDSASLPKVTPETPCENEFAEGSALLPGSEAGVSVQQGAASLPLGGCRVVSDSRLAKTRDGLSVPKHSAGSGAEESNSSSTVQKQNEPGLQTEDVQKPPLQMDNSVFLDDDSNQPMPVSRFFGNVELMQDLPPASSSCPSMSRREFRKMHFRAKDDDDDDDDDAEM. Result: 1 (interaction). (2) The miRNA is hsa-miR-34b-5p with sequence UAGGCAGUGUCAUUAGCUGAUUG. The protein sequence of the target gene is MLGSLGLWALLPTAVEAPPNRRTCVFFEAPGVRGSTKTLGELLDTGTELPRAIRCLYSRCCFGIWNLTQDRAQVEMQGCRDSDEPGCESLHCDPSPRAHPSPGSTLFTCSCGTDFCNANYSHLPPPGSPGTPGSQGPQAAPGESIWMALVLLGLFLLLLLLLGSIILALLQRKNYRVRGEPVPEPRPDSGRDWSVELQELPELCFSQVIREGGHAVVWAGQLQGKLVAIKAFPPRSVAQFQAERALYELPGLQHDHIVRFITASRGGPGRLLSGPLLVLELHPKGSLCHYLTQYTSDWGS.... Result: 0 (no interaction). (3) The miRNA is hsa-let-7f-2-3p with sequence CUAUACAGUCUACUGUCUUUCC. The protein sequence of the target gene is MAVAVAMAGALIGSEPGPAEELAKLEYLSLVSKVCTELDNHLGINDKDLAEFVISLAEKNTTFDTFKASLVKNGAEFTDSLISNLLRLIQTMRPPAKPSTSKDPVVKPKTEKEKLKELFPVLCQPDNPSVRTMLDEDDVKVAVDVLKELEALMPSAAGQEKQRDAEHRDRTKKKKRSRSRDRNRDRDRDRERNRDRDHKRRHRSRSRSRSRTRERNKVKSRYRSRSRSQSPPKDRKDRDKYGERNLDRWRDKHVDRPPPEEPTIGDIYNGKVTSIMQFGCFVQLEGLRKRWEGLVHISEL.... Result: 0 (no interaction). (4) The miRNA is hsa-miR-151a-5p with sequence UCGAGGAGCUCACAGUCUAGU. The protein sequence of the target gene is MALNNFLFAQCVCYFLAFLFSFVVVVPLSENGHDFRGRCLLFTEGMWLSANLTMQGRERFTVQEWGPPAACRFSLLASLLSLLLAAAHAWRTLFFLCKGHEGSFFYAFLNLLVSAFVVFLVFIASTIVSVGFTMWCDTITEKGSTPHSCEEFQETDLELNVDNSAFYHQFAIAQFGLWASWLAWLAITTLAFLKVYHNYRQEDLLDSLVHEKELLLARPTSRTSFQGEKSAVI. Result: 0 (no interaction).